Dataset: Experimentally validated miRNA-target interactions with 360,000+ pairs, plus equal number of negative samples. Task: Binary Classification. Given a miRNA mature sequence and a target amino acid sequence, predict their likelihood of interaction. The miRNA is hsa-miR-6835-5p with sequence AGGGGGUAGAAAGUGGCUGAAG. The protein sequence of the target gene is MGHAGCQFKALLWKNWLCRLRNPVLFLAEFFWPCILFVILTVLRFQEPPRYRDICYLQPRDLPSCGVIPFVQSLLCNTGSRCRNFSYEGSMEHHFRLSRFQTAADPKKVNNLAFLKEIQDLAEEIHGMMDKAKNLKRLWVERSNTPDSSYGSSFFTMDLNKTEEVILKLESLHQQPHIWDFLLLLPRLHTSHDHVEDGMDVAVNLLQTILNSLISLEDLDWLPLNQTFSQVSELVLNVTISTLTFLQQHGVAVTEPVYHLSMQNIVWDPQKVQYDLKSQFGFDDLHTEQILNSSAELKEI.... Result: 0 (no interaction).